Dataset: Catalyst prediction with 721,799 reactions and 888 catalyst types from USPTO. Task: Predict which catalyst facilitates the given reaction. Reactant: [OH:1][C:2]1[NH:3][C:4]([C:13]([OH:15])=O)=[C:5]([C:7]2[CH:12]=[CH:11][CH:10]=[CH:9][CH:8]=2)[N:6]=1.Cl.C[N:18]([CH3:27])CCCN=C=NCC.[OH2:28].O[N:30]1[C:34]2[CH:35]=[CH:36][CH:37]=[CH:38][C:33]=2N=N1.[CH2:39]([N:41](CC)[CH2:42][CH3:43])[CH3:40]. Product: [OH:1][C:2]1[NH:3][C:4]([C:13]([N:41]2[CH2:42][CH2:43][N:30]([C:34]3[CH:33]=[C:38]([CH:37]=[CH:36][CH:35]=3)[C:27]([NH2:18])=[O:28])[CH2:40][CH2:39]2)=[O:15])=[C:5]([C:7]2[CH:8]=[CH:9][CH:10]=[CH:11][CH:12]=2)[N:6]=1. The catalyst class is: 4.